Task: Predict the product of the given reaction.. Dataset: Forward reaction prediction with 1.9M reactions from USPTO patents (1976-2016) (1) Given the reactants [Br:1][C:2]1[CH:3]=[C:4]([C:9]([C:13]2[CH:18]=[CH:17][CH:16]=[CH:15][CH:14]=2)=[CH:10]OC)[C:5]([NH2:8])=[N:6][CH:7]=1.Cl(O)(=O)(=O)=O.CN, predict the reaction product. The product is: [Br:1][C:2]1[CH:3]=[C:4]2[C:9]([C:13]3[CH:18]=[CH:17][CH:16]=[CH:15][CH:14]=3)=[CH:10][NH:8][C:5]2=[N:6][CH:7]=1. (2) Given the reactants [C:1]([C:4]1[CH:14]=[CH:13][C:7]2[O:8][CH2:9][C:10](=[O:12])[NH:11][C:6]=2[CH:5]=1)(=[O:3])[CH3:2].CI.[C:17](=O)([O-])[O-].[Cs+].[Cs+], predict the reaction product. The product is: [C:1]([C:4]1[CH:14]=[CH:13][C:7]2[O:8][CH2:9][C:10](=[O:12])[N:11]([CH3:17])[C:6]=2[CH:5]=1)(=[O:3])[CH3:2].